Task: Predict hERG channel inhibition at various concentrations.. Dataset: hERG Central: cardiac toxicity at 1µM, 10µM, and general inhibition (1) The compound is CN(C)CCn1c(NCc2ccc3c(c2)OCO3)nc2ccccc21.Cl. Results: hERG_inhib (hERG inhibition (general)): blocker. (2) The drug is O=C(NCc1cccnc1)/C(=C/c1ccc(-c2cccc(C(F)(F)F)c2)o1)NC(=O)c1ccccc1. Results: hERG_inhib (hERG inhibition (general)): blocker. (3) The drug is Cc1ccc(C(=O)N2CCN(c3ccc([N+](=O)[O-])cc3-n3cccc3)CC2)cc1. Results: hERG_inhib (hERG inhibition (general)): blocker. (4) The compound is CCOCc1c(C(=O)NCc2ccccc2CN2CCCC2)oc2ccccc12. Results: hERG_inhib (hERG inhibition (general)): blocker. (5) The drug is Cc1cccn2c(=O)c3cc(C(=O)NCCc4ccccc4)c(=N)n(Cc4ccco4)c3nc12. Results: hERG_inhib (hERG inhibition (general)): blocker. (6) The molecule is Cc1cccc(C)c1OCC(C)N.Cl. Results: hERG_inhib (hERG inhibition (general)): blocker. (7) The molecule is CCc1cc(CNC(=O)c2cccc(OC3CCN(S(C)(=O)=O)CC3)c2)on1. Results: hERG_inhib (hERG inhibition (general)): blocker.